Dataset: Full USPTO retrosynthesis dataset with 1.9M reactions from patents (1976-2016). Task: Predict the reactants needed to synthesize the given product. (1) Given the product [ClH:1].[CH2:31]([N:30]([CH2:29][C:26]1[CH:27]=[CH:28][N:23]=[CH:24][CH:25]=1)[C:20](=[O:21])[CH2:19][C:18]1[N:12]2[CH:13]=[CH:14][C:15]([CH3:17])=[CH:16][C:11]2=[N:10][C:9]=1[C:4]1[CH:5]=[CH:6][C:7]([Cl:8])=[C:2]([Cl:1])[CH:3]=1)[CH3:32], predict the reactants needed to synthesize it. The reactants are: [Cl:1][C:2]1[CH:3]=[C:4]([C:9]2[N:10]=[C:11]3[CH:16]=[C:15]([CH3:17])[CH:14]=[CH:13][N:12]3[C:18]=2[CH2:19][C:20](O)=[O:21])[CH:5]=[CH:6][C:7]=1[Cl:8].[N:23]1[CH:28]=[CH:27][C:26]([CH2:29][NH:30][CH2:31][CH3:32])=[CH:25][CH:24]=1. (2) Given the product [C:16]([O:19][C@@H:20]1[C@@H:29]([O:30][C:31](=[O:33])[CH3:32])[C@H:28]([O:34][C:35](=[O:37])[CH3:36])[C@@H:27]([CH2:38][O:39][C:40](=[O:42])[CH3:41])[O:26][CH:21]1[O:22][CH2:23][CH2:24][O:9][C:3]1[C:2]([Br:1])=[CH:7][CH:6]=[CH:5][C:4]=1[Br:8])(=[O:18])[CH3:17], predict the reactants needed to synthesize it. The reactants are: [Br:1][C:2]1[CH:7]=[CH:6][CH:5]=[C:4]([Br:8])[C:3]=1[OH:9].C(=O)([O-])[O-].[K+].[K+].[C:16]([O:19][C@@H:20]1[C@@H:29]([O:30][C:31](=[O:33])[CH3:32])[C@H:28]([O:34][C:35](=[O:37])[CH3:36])[C@@H:27]([CH2:38][O:39][C:40](=[O:42])[CH3:41])[O:26][CH:21]1[O:22][CH2:23][CH2:24]Br)(=[O:18])[CH3:17]. (3) Given the product [F:1][C:2]1[CH:7]=[CH:6][C:5]([F:8])=[CH:4][C:3]=1[CH:9]=[CH:10][C:11]([NH:26][CH2:25][CH2:24][C:18]1[CH:19]=[CH:20][C:21]([O:22][CH3:23])=[C:16]([O:15][CH3:14])[CH:17]=1)=[O:13], predict the reactants needed to synthesize it. The reactants are: [F:1][C:2]1[CH:7]=[CH:6][C:5]([F:8])=[CH:4][C:3]=1[CH:9]=[CH:10][C:11]([OH:13])=O.[CH3:14][O:15][C:16]1[CH:17]=[C:18]([CH2:24][CH2:25][NH2:26])[CH:19]=[CH:20][C:21]=1[O:22][CH3:23]. (4) Given the product [NH2:21][N+:3]1[CH:4]=[C:5]([CH3:8])[N:6]=[CH:7][C:2]=1[CH3:1].[CH3:16][C:11]1[CH:12]=[C:13]([CH3:15])[CH:14]=[C:9]([CH3:22])[C:10]=1[S:17]([O-:20])(=[O:19])=[O:18], predict the reactants needed to synthesize it. The reactants are: [CH3:1][C:2]1[CH:7]=[N:6][C:5]([CH3:8])=[CH:4][N:3]=1.[C:9]1([CH3:22])[CH:14]=[C:13]([CH3:15])[CH:12]=[C:11]([CH3:16])[C:10]=1[S:17]([O:20][NH2:21])(=[O:19])=[O:18].C(OCC)C. (5) Given the product [N:35]1([C:22]([C:20]2[N:21]=[C:17]([C:14]3[CH:15]=[CH:16][C:11]([CH2:10][N:1]4[C:9]5[C:8](=[CH:7][CH:6]=[CH:5][CH:4]=5)[CH:3]=[CH:2]4)=[CH:12][CH:13]=3)[O:18][CH:19]=2)=[O:23])[CH2:30][CH2:29][CH2:34][CH2:33]1, predict the reactants needed to synthesize it. The reactants are: [N:1]1([CH2:10][C:11]2[CH:16]=[CH:15][C:14]([C:17]3[O:18][CH:19]=[C:20]([C:22](O)=[O:23])[N:21]=3)=[CH:13][CH:12]=2)[C:9]2[C:4](=[CH:5][CH:6]=[CH:7][CH:8]=2)[CH:3]=[CH:2]1.C(Cl)CCl.[CH:29]1[CH:30]=CC2N(O)N=[N:35][C:33]=2[CH:34]=1.N1CCCC1. (6) Given the product [F:23][C:17]1[CH:18]=[C:19]([F:22])[CH:20]=[CH:21][C:16]=1[CH2:15][O:14][C:11]1[CH:12]=[CH:13][C:8]([NH:7][C:5](=[O:6])[CH2:4][C:3]([NH2:26])=[O:2])=[CH:9][CH:10]=1, predict the reactants needed to synthesize it. The reactants are: C[O:2][C:3](=O)[CH2:4][C:5]([NH:7][C:8]1[CH:13]=[CH:12][C:11]([O:14][CH2:15][C:16]2[CH:21]=[CH:20][C:19]([F:22])=[CH:18][C:17]=2[F:23])=[CH:10][CH:9]=1)=[O:6].[OH-].[NH4+:26].